Predict the reactants needed to synthesize the given product. From a dataset of Full USPTO retrosynthesis dataset with 1.9M reactions from patents (1976-2016). (1) The reactants are: [Li+].[OH-:2].Cl.[CH2:4]1[CH2:8][O:7][CH2:6][CH2:5]1. Given the product [C:4]1(=[CH:5][C:6]([OH:2])=[O:7])[CH2:8][CH2:6][CH2:5][CH2:4][CH2:8]1, predict the reactants needed to synthesize it. (2) Given the product [CH3:56][C@@H:57]1[CH2:61][CH2:60][CH2:59][N:58]1[CH2:47][C@@H:45]1[CH2:46][CH2:44][CH2:42][N:41]1[C:40]([C:39]1[CH:16]=[CH:15][CH:11]=[CH:10][C:9]=1[C:8]1[CH:22]=[C:23]([C:24]#[N:25])[S:7][CH:6]=1)=[O:38], predict the reactants needed to synthesize it. The reactants are: C(C1[S:7][C:6]([C:8]2[CH:16]=[CH:15][C:11](C(O)=O)=[CH:10][CH:9]=2)=CC=1)#N.CCN=C=N[CH2:22][CH2:23][CH2:24][N:25](C)C.Cl.C1C=CC2N([OH:38])N=NC=2C=1.[CH3:39][CH2:40][N:41]([CH:45]([CH3:47])[CH3:46])[CH:42]([CH3:44])C.Cl.Cl.[CH3:56][C@@H:57]1[CH2:61][CH2:60][CH2:59][N:58]1[CH2:56][C@@H:57]1[CH2:61][CH2:60][CH2:59][NH:58]1. (3) Given the product [CH:1]1([C@@:4]23[C:8](=[O:9])[CH2:7][CH2:6][C:5]2=[CH:15][C:13](=[O:14])[CH2:11][CH2:12]3)[CH2:2][CH2:3]1, predict the reactants needed to synthesize it. The reactants are: [CH:1]1([C:4]2[C:5](=O)[CH2:6][CH2:7][C:8]=2[OH:9])[CH2:3][CH2:2]1.[CH:11]([C:13]([CH3:15])=[O:14])=[CH2:12].N1CCC[C@H]1C(O)=O.CC(O)=O. (4) Given the product [CH2:30]([N:24]1[CH2:23][CH:3]([CH3:4])[CH:2]([C:1]([O:6][CH2:7][C:8]2[CH:9]=[CH:10][CH:11]=[CH:12][CH:13]=2)=[O:5])[CH2:25]1)[C:31]1[CH:32]=[CH:33][CH:34]=[CH:35][CH:36]=1, predict the reactants needed to synthesize it. The reactants are: [C:1]([O:6][CH2:7][C:8]1[CH:13]=[CH:12][CH:11]=[CH:10][CH:9]=1)(=[O:5])/[CH:2]=[CH:3]/[CH3:4].FC(F)(F)C(O)=O.CO[CH2:23][N:24]([CH2:30][C:31]1[CH:36]=[CH:35][CH:34]=[CH:33][CH:32]=1)[CH2:25][Si](C)(C)C.